From a dataset of Forward reaction prediction with 1.9M reactions from USPTO patents (1976-2016). Predict the product of the given reaction. (1) Given the reactants [N:1]1[C:2]([CH2:10][CH2:11][NH2:12])=[N:3][N:4]2[CH:9]=[CH:8][CH:7]=[CH:6][C:5]=12.[CH3:13][N:14]1[CH:19]=[C:18]([C:20](O)=[O:21])[C:17]([C:23](OC)=[O:24])=[C:16]([Cl:27])[C:15]1=[O:28], predict the reaction product. The product is: [Cl:27][C:16]1[C:15](=[O:28])[N:14]([CH3:13])[CH:19]=[C:18]2[C:20](=[O:21])[N:12]([CH2:11][CH2:10][C:2]3[N:1]=[C:5]4[CH:6]=[CH:7][CH:8]=[CH:9][N:4]4[N:3]=3)[C:23](=[O:24])[C:17]=12. (2) The product is: [OH:16][CH:13]([CH2:12][O:11][CH2:10][CH2:9][CH2:8][Si:1]([C:4]([CH3:6])([CH3:7])[CH3:5])([CH3:3])[CH3:2])[CH2:14][NH:15][C:24](=[O:28])[C:25]([CH3:27])=[CH2:26]. Given the reactants [Si:1]([CH2:8][CH2:9][CH2:10][O:11][CH2:12][CH:13]([OH:16])[CH2:14][NH2:15])([C:4]([CH3:7])([CH3:6])[CH3:5])([CH3:3])[CH3:2].C(N(CC)CC)C.[C:24](Cl)(=[O:28])[C:25]([CH3:27])=[CH2:26], predict the reaction product. (3) Given the reactants [Cl:1][C:2]1[N:3]=[C:4]2[C:9](=[CH:10][CH:11]=1)[N:8]=[CH:7][C:6]([C:12](OCC)=[O:13])=[C:5]2[NH:17][C:18]1[CH:23]=[CH:22][CH:21]=[C:20]([C:24]([F:27])([F:26])[F:25])[CH:19]=1.C(O)C.[BH4-].[Na+], predict the reaction product. The product is: [Cl:1][C:2]1[N:3]=[C:4]2[C:9](=[CH:10][CH:11]=1)[N:8]=[CH:7][C:6]([CH:12]=[O:13])=[C:5]2[NH:17][C:18]1[CH:23]=[CH:22][CH:21]=[C:20]([C:24]([F:25])([F:26])[F:27])[CH:19]=1. (4) The product is: [CH3:2][CH:3]1[C:4](=[O:8])[CH2:5][N:6]([C:16]([O:18][C:19]([CH3:22])([CH3:21])[CH3:20])=[O:17])[CH2:7]1. Given the reactants Cl.[CH3:2][CH:3]1[CH2:7][NH:6][CH2:5][CH:4]1[OH:8].C(N(CC)CC)C.[C:16](O[C:16]([O:18][C:19]([CH3:22])([CH3:21])[CH3:20])=[O:17])([O:18][C:19]([CH3:22])([CH3:21])[CH3:20])=[O:17].CC(OI1(OC(C)=O)(OC(C)=O)OC(=O)C2C=CC=CC1=2)=O, predict the reaction product. (5) The product is: [C:1]([O:5][C:6](=[O:36])[NH:7][C@@H:8]1[CH2:13][CH2:12][CH2:11][N:10]([C:14]2[CH:19]=[CH:18][C:17]([NH:20][C:21]3[C:30]4[C:25](=[CH:26][CH:27]=[C:28]([C:42]5[CH:41]=[C:40]([F:53])[C:39]([OH:54])=[C:38]([Cl:37])[CH:43]=5)[N:29]=4)[N:24]=[CH:23][C:22]=3[C:32](=[O:35])[CH2:33][CH3:34])=[CH:16][N:15]=2)[CH2:9]1)([CH3:3])([CH3:2])[CH3:4]. Given the reactants [C:1]([O:5][C:6](=[O:36])[NH:7][C@@H:8]1[CH2:13][CH2:12][CH2:11][N:10]([C:14]2[CH:19]=[CH:18][C:17]([NH:20][C:21]3[C:30]4[C:25](=[CH:26][CH:27]=[C:28](Cl)[N:29]=4)[N:24]=[CH:23][C:22]=3[C:32](=[O:35])[CH2:33][CH3:34])=[CH:16][N:15]=2)[CH2:9]1)([CH3:4])([CH3:3])[CH3:2].[Cl:37][C:38]1[CH:43]=[C:42](B2OC(C)(C)C(C)(C)O2)[CH:41]=[C:40]([F:53])[C:39]=1[OH:54], predict the reaction product. (6) The product is: [CH2:1]([C:3]1[N:17]([CH2:16][CH2:14][OH:15])[C:7](=[O:9])[C:6]2[C:5](=[CH:13][CH:12]=[CH:11][CH:10]=2)[N:4]=1)[CH3:2]. Given the reactants [CH2:1]([C:3]1O[C:7](=[O:9])[C:6]2[CH:10]=[CH:11][CH:12]=[CH:13][C:5]=2[N:4]=1)[CH3:2].[CH2:14]([CH2:16][NH2:17])[OH:15], predict the reaction product.